This data is from Catalyst prediction with 721,799 reactions and 888 catalyst types from USPTO. The task is: Predict which catalyst facilitates the given reaction. (1) Reactant: [CH2:1]([C:5]12[CH2:17][CH2:16][C:15](=[O:18])[CH:14]=[C:13]1[C:12]1[C:7](=[C:8]([Cl:21])[C:9]([O:19][CH3:20])=[CH:10][CH:11]=1)[CH2:6]2)[CH2:2][CH2:3][CH3:4].C(=O)(O)[O-].[Na+].[Br:27]Br. Product: [Br:27][C:14]1[C:15](=[O:18])[CH2:16][CH2:17][C:5]2([CH2:1][CH2:2][CH2:3][CH3:4])[C:13]=1[C:12]1[C:7](=[C:8]([Cl:21])[C:9]([O:19][CH3:20])=[CH:10][CH:11]=1)[CH2:6]2. The catalyst class is: 4. (2) Reactant: [CH2:1]([O:8][C@H:9]1[C@H:15]([O:16][CH2:17][C:18]2[CH:23]=[CH:22][CH:21]=[CH:20][CH:19]=2)[C@@H:14]([CH2:24][O:25][C@@H:26]2[O:58][C@H:57]([CH2:59][O:60][CH2:61][C:62]3[CH:67]=[CH:66][CH:65]=[CH:64][CH:63]=3)[C@@H:37]([O:38][P:39]([O:49][CH2:50][C:51]3[CH:56]=[CH:55][CH:54]=[CH:53][CH:52]=3)([O:41][CH2:42][C:43]3[CH:48]=[CH:47][CH:46]=[CH:45][CH:44]=3)=[O:40])[C@H:28]([O:29][CH2:30][C:31]3[CH:36]=[CH:35][CH:34]=[CH:33][CH:32]=3)[C@H:27]2[NH:68][C:69](=[O:97])[CH2:70][C@H:71]([O:83][C:84](=[O:96])[CH2:85][CH2:86][CH2:87][CH2:88][CH2:89][CH2:90][CH2:91][CH2:92][CH2:93][CH2:94][CH3:95])[CH2:72][CH2:73][CH2:74][CH2:75][CH2:76][CH2:77][CH2:78][CH2:79][CH2:80][CH2:81][CH3:82])[O:13][CH:11]([OH:12])[C@@H:10]1[NH:98][C:99](=[O:121])[CH2:100][C@H:101]([O:113][CH2:114][C:115]1[CH:120]=[CH:119][CH:118]=[CH:117][CH:116]=1)[CH2:102][CH2:103][CH2:104][CH2:105][CH2:106][CH2:107][CH2:108][CH2:109][CH2:110][CH2:111][CH3:112])[C:2]1[CH:7]=[CH:6][CH:5]=[CH:4][CH:3]=1.[Cl:122][C:123]([Cl:127])([Cl:126])[C:124]#[N:125].C(=O)([O-])[O-].[K+].[K+]. Product: [Cl:122][C:123]([Cl:127])([Cl:126])[C:124](=[NH:125])[O:12][CH:11]1[O:13][C@H:14]([CH2:24][O:25][C@@H:26]2[O:58][C@H:57]([CH2:59][O:60][CH2:61][C:62]3[CH:63]=[CH:64][CH:65]=[CH:66][CH:67]=3)[C@@H:37]([O:38][P:39]([O:49][CH2:50][C:51]3[CH:52]=[CH:53][CH:54]=[CH:55][CH:56]=3)([O:41][CH2:42][C:43]3[CH:48]=[CH:47][CH:46]=[CH:45][CH:44]=3)=[O:40])[C@H:28]([O:29][CH2:30][C:31]3[CH:32]=[CH:33][CH:34]=[CH:35][CH:36]=3)[C@H:27]2[NH:68][C:69](=[O:97])[CH2:70][C@H:71]([O:83][C:84](=[O:96])[CH2:85][CH2:86][CH2:87][CH2:88][CH2:89][CH2:90][CH2:91][CH2:92][CH2:93][CH2:94][CH3:95])[CH2:72][CH2:73][CH2:74][CH2:75][CH2:76][CH2:77][CH2:78][CH2:79][CH2:80][CH2:81][CH3:82])[C@@H:15]([O:16][CH2:17][C:18]2[CH:19]=[CH:20][CH:21]=[CH:22][CH:23]=2)[C@H:9]([O:8][CH2:1][C:2]2[CH:3]=[CH:4][CH:5]=[CH:6][CH:7]=2)[C@H:10]1[NH:98][C:99](=[O:121])[CH2:100][C@H:101]([O:113][CH2:114][C:115]1[CH:116]=[CH:117][CH:118]=[CH:119][CH:120]=1)[CH2:102][CH2:103][CH2:104][CH2:105][CH2:106][CH2:107][CH2:108][CH2:109][CH2:110][CH2:111][CH3:112]. The catalyst class is: 2. (3) The catalyst class is: 28. Product: [ClH:30].[CH:21](/[C:2]1[N:6]2[N:7]=[C:8]([NH:11][CH2:12][CH2:13][CH2:14][N:15]3[CH2:19][CH2:18][CH2:17][C:16]3=[O:20])[CH:9]=[CH:10][C:5]2=[N:4][CH:3]=1)=[CH:22]\[CH2:23][CH2:24][CH2:25][CH3:26]. Reactant: Br[C:2]1[N:6]2[N:7]=[C:8]([NH:11][CH2:12][CH2:13][CH2:14][N:15]3[CH2:19][CH2:18][CH2:17][C:16]3=[O:20])[CH:9]=[CH:10][C:5]2=[N:4][CH:3]=1.[CH:21](/B(O)O)=[CH:22]\[CH2:23][CH2:24][CH2:25][CH3:26].[ClH:30]. (4) Reactant: [CH:1]1([CH:6]([C:8]2[C:16]3[N:15]=[C:14]([CH:17]4[CH2:19][CH2:18]4)[NH:13][C:12]=3[CH:11]=[C:10]([C:20]3[C:21]([CH3:26])=[N:22][O:23][C:24]=3[CH3:25])[CH:9]=2)[OH:7])[CH2:5][CH2:4][CH2:3][CH2:2]1.CC(OI1(OC(C)=O)(OC(C)=O)OC(=O)C2C=CC=CC1=2)=O. Product: [CH:1]1([C:6]([C:8]2[C:16]3[N:15]=[C:14]([CH:17]4[CH2:19][CH2:18]4)[NH:13][C:12]=3[CH:11]=[C:10]([C:20]3[C:21]([CH3:26])=[N:22][O:23][C:24]=3[CH3:25])[CH:9]=2)=[O:7])[CH2:2][CH2:3][CH2:4][CH2:5]1. The catalyst class is: 2. (5) Reactant: Cl[C:2]1[C:11]2[C:6](=[CH:7][C:8]([F:15])=[C:9]([N+:12]([O-:14])=[O:13])[CH:10]=2)[N:5]=[CH:4][N:3]=1.[C:16]([C:18]1[CH:19]=[C:20]([CH:22]=[CH:23][CH:24]=1)[NH2:21])#[CH:17]. Product: [C:16]([C:18]1[CH:19]=[C:20]([NH:21][C:2]2[C:11]3[C:6](=[CH:7][C:8]([F:15])=[C:9]([N+:12]([O-:14])=[O:13])[CH:10]=3)[N:5]=[CH:4][N:3]=2)[CH:22]=[CH:23][CH:24]=1)#[CH:17]. The catalyst class is: 32. (6) Reactant: Cl.[NH2:2][C@H:3]([C:6]([OH:8])=[O:7])[CH2:4][SH:5].C([O-])(=O)C.[K+].CO.[CH:16]([C:18]1[CH:25]=[CH:24][C:21]([C:22]#[N:23])=[CH:20][CH:19]=1)=O. Product: [C:22]([C:21]1[CH:24]=[CH:25][C:18]([C@@H:16]2[NH:2][CH:3]([C:6]([OH:8])=[O:7])[CH2:4][S:5]2)=[CH:19][CH:20]=1)#[N:23]. The catalyst class is: 6. (7) Reactant: [OH:1][CH:2]1[CH:9]2[CH2:10][CH:5]3[CH2:6][CH:7]([CH2:11][CH:3]1[C:4]3=[O:12])[CH2:8]2.C(N(CC)CC)C.[CH3:20][S:21](Cl)(=[O:23])=[O:22].O. Product: [CH3:20][S:21]([O:12][CH:4]1[CH:5]2[CH2:10][CH:9]3[CH2:8][CH:7]([CH2:11][CH:3]1[C:2]3=[O:1])[CH2:6]2)(=[O:23])=[O:22]. The catalyst class is: 7. (8) Reactant: [C:1]12([CH2:11][C:12]([NH:14][C:15]3[CH:24]=[CH:23][CH:22]=[C:21]4[C:16]=3[CH:17]=[CH:18][O:19][C:20]4=O)=[O:13])[CH2:10][CH:5]3[CH2:6][CH:7]([CH2:9][CH:3]([CH2:4]3)[CH2:2]1)[CH2:8]2.[NH2:26][CH:27]([CH:30]([CH3:32])[CH3:31])[CH2:28][OH:29]. Product: [C:1]12([CH2:11][C:12]([NH:14][C:15]3[CH:24]=[CH:23][CH:22]=[C:21]4[C:16]=3[CH:17]=[CH:18][N:26]([CH:27]([CH2:28][OH:29])[CH:30]([CH3:32])[CH3:31])[C:20]4=[O:19])=[O:13])[CH2:10][CH:5]3[CH2:6][CH:7]([CH2:9][CH:3]([CH2:4]3)[CH2:2]1)[CH2:8]2. The catalyst class is: 13. (9) Reactant: [CH2:1]([O:8][C:9]1[CH:14]=[C:13]([F:15])[CH:12]=[CH:11][C:10]=1[C:16]1[CH:25]=[CH:24][C:23]2[C:18](=[CH:19][CH:20]=[C:21]([O:26][CH3:27])[CH:22]=2)[C:17]=1[C:28]([C:30]1[CH:35]=[CH:34][C:33]([O:36][CH2:37][CH2:38][N:39]2[CH2:44][CH2:43][CH2:42][CH2:41][CH2:40]2)=[CH:32][CH:31]=1)=[O:29])[C:2]1[CH:7]=[CH:6][CH:5]=[CH:4][CH:3]=1.[H-].[Al+3].[Li+].[H-].[H-].[H-].O.[OH-].[Na+]. Product: [CH2:1]([O:8][C:9]1[CH:14]=[C:13]([F:15])[CH:12]=[CH:11][C:10]=1[C:16]1[CH:25]=[CH:24][C:23]2[C:18](=[CH:19][CH:20]=[C:21]([O:26][CH3:27])[CH:22]=2)[C:17]=1[CH:28]([C:30]1[CH:31]=[CH:32][C:33]([O:36][CH2:37][CH2:38][N:39]2[CH2:44][CH2:43][CH2:42][CH2:41][CH2:40]2)=[CH:34][CH:35]=1)[OH:29])[C:2]1[CH:3]=[CH:4][CH:5]=[CH:6][CH:7]=1. The catalyst class is: 1.